This data is from Buchwald-Hartwig C-N cross coupling reaction yields with 55,370 reactions. The task is: Predict the reaction yield, written as a fraction of the theoretical maximum amount of product (1.0 means a 100% yield; for example, 0.34 means a 34% yield). The reactants are COc1ccc(Br)cc1.Cc1ccc(N)cc1.O=S(=O)(O[Pd]1c2ccccc2-c2ccccc2N~1)C(F)(F)F.COc1ccc(OC)c(P([C@]23C[C@H]4C[C@H](C[C@H](C4)C2)C3)[C@]23C[C@H]4C[C@H](C[C@H](C4)C2)C3)c1-c1c(C(C)C)cc(C(C)C)cc1C(C)C.CN(C)C(=NC(C)(C)C)N(C)C.CCOC(=O)c1cnoc1C. No catalyst specified. The product is COc1ccc(Nc2ccc(C)cc2)cc1. The yield is 0.0152.